Dataset: Forward reaction prediction with 1.9M reactions from USPTO patents (1976-2016). Task: Predict the product of the given reaction. (1) Given the reactants [CH3:1][O:2][C:3](=[O:27])[CH2:4][CH2:5][CH2:6][CH2:7][CH2:8][O:9][C:10]1[CH:11]=[CH:12][C:13]2[N:17]=[C:16]([SH:18])[N:15]([C:19]3[CH:24]=[CH:23][C:22]([CH3:25])=[CH:21][CH:20]=3)[C:14]=2[CH:26]=1.[CH2:28](I)[CH2:29][CH3:30].C(=O)([O-])O.[K+].C1CC2OCCOCCOC3C(OCCOCCOC2CC1)CCCC3, predict the reaction product. The product is: [CH3:1][O:2][C:3](=[O:27])[CH2:4][CH2:5][CH2:6][CH2:7][CH2:8][O:9][C:10]1[CH:11]=[CH:12][C:13]2[N:17]=[C:16]([S:18][CH2:28][CH2:29][CH3:30])[N:15]([C:19]3[CH:20]=[CH:21][C:22]([CH3:25])=[CH:23][CH:24]=3)[C:14]=2[CH:26]=1. (2) Given the reactants [CH3:1][N:2]([C@@H:21]([C:23]1[CH:28]=[CH:27][CH:26]=[CH:25][CH:24]=1)[CH3:22])[C:3]([CH:5]1[CH2:7][CH:6]1[C:8]1[C:9]([CH3:20])=[N:10][O:11][C:12]=1[C:13]1[CH:18]=[CH:17][C:16](Br)=[CH:15][CH:14]=1)=[O:4].[CH2:29]([O:31][C:32]([C:34]1([C:37]2[CH:42]=[CH:41][C:40](B3OC(C)(C)C(C)(C)O3)=[CH:39][CH:38]=2)[CH2:36][CH2:35]1)=[O:33])[CH3:30], predict the reaction product. The product is: [CH2:29]([O:31][C:32]([C:34]1([C:37]2[CH:42]=[CH:41][C:40]([C:16]3[CH:17]=[CH:18][C:13]([C:12]4[O:11][N:10]=[C:9]([CH3:20])[C:8]=4[CH:6]4[CH2:7][CH:5]4[C:3](=[O:4])[N:2]([CH3:1])[C@@H:21]([C:23]4[CH:28]=[CH:27][CH:26]=[CH:25][CH:24]=4)[CH3:22])=[CH:14][CH:15]=3)=[CH:39][CH:38]=2)[CH2:35][CH2:36]1)=[O:33])[CH3:30].